From a dataset of Forward reaction prediction with 1.9M reactions from USPTO patents (1976-2016). Predict the product of the given reaction. (1) Given the reactants [CH:1]1([CH2:4][N:5]2[CH2:30][CH2:29][C@:12]34[C:13]5[C:14]6[O:28][C@H:11]3C(=O)[CH2:9][CH2:8][C@@:7]4([OH:32])[C@H:6]2[CH2:19][C:18]=5[CH:17]=[CH:16][C:15]=6[O:20][CH2:21][C:22]2[CH:27]=[CH:26][CH:25]=[CH:24][CH:23]=2)[CH2:3][CH2:2]1.[CH:33]([O:38][CH3:39])([O:36][CH3:37])OC.S(=O)(=O)(O)O.[NH4+].[OH-], predict the reaction product. The product is: [CH:1]1([CH2:4][N:5]2[CH2:30][CH2:29][C@:12]34[C:13]5[C:14]6[O:28][C@H:11]3[C:33]([O:36][CH3:37])([O:38][CH3:39])[CH2:9][CH2:8][C@@:7]4([OH:32])[C@H:6]2[CH2:19][C:18]=5[CH:17]=[CH:16][C:15]=6[O:20][CH2:21][C:22]2[CH:27]=[CH:26][CH:25]=[CH:24][CH:23]=2)[CH2:3][CH2:2]1. (2) Given the reactants [OH:1][C:2]1[CH:3]=[C:4]([C:8]23[CH2:15][CH2:14][C:11]([CH2:16][CH2:17][O:18][CH2:19][C:20]([O:22]C(C)(C)C)=[O:21])([CH2:12][CH2:13]2)[CH2:10][O:9]3)[CH:5]=[CH:6][CH:7]=1.Br[CH:28]([CH2:30][CH2:31][CH3:32])[CH3:29], predict the reaction product. The product is: [CH3:29][CH:28]([O:1][C:2]1[CH:3]=[C:4]([C:8]23[CH2:13][CH2:12][C:11]([CH2:16][CH2:17][O:18][CH2:19][C:20]([OH:22])=[O:21])([CH2:14][CH2:15]2)[CH2:10][O:9]3)[CH:5]=[CH:6][CH:7]=1)[CH2:30][CH2:31][CH3:32]. (3) The product is: [F:19][C:20]([F:39])([F:38])[S:21]([O:1][C:2]1[CH2:7][CH2:6][N:5]([C:8]2[CH:9]=[N:10][N:11]([CH:13]([CH3:18])[C:14]([O:16][CH3:17])=[O:15])[CH:12]=2)[CH2:4][CH:3]=1)(=[O:23])=[O:22]. Given the reactants [O:1]=[C:2]1[CH2:7][CH2:6][N:5]([C:8]2[CH:9]=[N:10][N:11]([CH:13]([CH3:18])[C:14]([O:16][CH3:17])=[O:15])[CH:12]=2)[CH2:4][CH2:3]1.[F:19][C:20]([F:39])([F:38])[S:21](N(C1C=CC=CC=1)[S:21]([C:20]([F:39])([F:38])[F:19])(=[O:23])=[O:22])(=[O:23])=[O:22].C[Si]([N-][Si](C)(C)C)(C)C.[Na+], predict the reaction product. (4) Given the reactants CCCCCC.[CH2:7]([N:9]([Al](C)C)[CH2:10][CH3:11])[CH3:8].[CH2:15]([NH:17][C:18](=[O:49])[NH:19][C:20]1[S:24][C:23]2[CH:25]=[CH:26][CH:27]=[CH:28][C:22]=2[C:21]=1[C:29]([N:31]1[CH2:48][CH2:47][C:34]2([N:38]=[C:37]([CH2:39][CH2:40][C:41]([O:43]CC)=O)[NH:36][C:35]2=[O:46])[CH2:33][CH2:32]1)=[O:30])[CH3:16], predict the reaction product. The product is: [CH2:7]([N:9]([CH2:10][CH3:11])[C:41](=[O:43])[CH2:40][CH2:39][C:37]1[NH:36][C:35](=[O:46])[C:34]2([CH2:33][CH2:32][N:31]([C:29]([C:21]3[C:22]4[CH:28]=[CH:27][CH:26]=[CH:25][C:23]=4[S:24][C:20]=3[NH:19][C:18]([NH:17][CH2:15][CH3:16])=[O:49])=[O:30])[CH2:48][CH2:47]2)[N:38]=1)[CH3:8]. (5) Given the reactants OS(C(F)(F)F)(=O)=O.[Cl:9]C1C=C(C=C(Cl)C=1)C=NCC(OCC)OCC.[OH-].[NH4+].[Cl:29][C:30]1[CH:39]=[C:38]([Cl:40])[CH:37]=[C:36]2[C:31]=1[CH:32]=[CH:33][N:34]=[CH:35]2.C(Cl)(=O)C, predict the reaction product. The product is: [ClH:9].[Cl:29][C:30]1[CH:39]=[C:38]([Cl:40])[CH:37]=[C:36]2[C:31]=1[CH:32]=[CH:33][N:34]=[CH:35]2.